The task is: Predict the product of the given reaction.. This data is from Forward reaction prediction with 1.9M reactions from USPTO patents (1976-2016). (1) Given the reactants FC(F)(F)S(O[C:7]1[CH:12]=[CH:11][C:10]([N:13]2[C:18]3=[N:19][C:20]4[C:25]([Cl:26])=[CH:24][CH:23]=[C:22]([CH:27]([O:32][CH:33]([F:35])[F:34])[C:28]([F:31])([F:30])[F:29])[C:21]=4[N:17]3[CH2:16][CH2:15][CH2:14]2)=[C:9]([CH3:36])[N:8]=1)(=O)=O.[CH3:39][N:40]1[CH2:45][CH2:44]C[CH2:42][CH2:41]1.C[N:47](C)C=O, predict the reaction product. The product is: [Cl:26][C:25]1[C:20]2[N:19]=[C:18]3[N:13]([C:10]4[C:9]([CH3:36])=[N:8][C:7]([N:47]5[CH2:44][CH2:45][N:40]([CH3:39])[CH2:41][CH2:42]5)=[CH:12][CH:11]=4)[CH2:14][CH2:15][CH2:16][N:17]3[C:21]=2[C:22]([CH:27]([O:32][CH:33]([F:34])[F:35])[C:28]([F:31])([F:30])[F:29])=[CH:23][CH:24]=1. (2) Given the reactants C(O[BH-](OC(=O)C)OC(=O)C)(=O)C.[Na+].[CH2:15]([O:22][C:23]([N:25]1[CH2:30][CH2:29][C:28](=O)[CH2:27][CH2:26]1)=[O:24])[C:16]1[CH:21]=[CH:20][CH:19]=[CH:18][CH:17]=1.[CH2:32]([NH2:35])[CH:33]=[CH2:34].C(O)(=O)C.[C:40](O[C:40]([O:42][C:43]([CH3:46])([CH3:45])[CH3:44])=[O:41])([O:42][C:43]([CH3:46])([CH3:45])[CH3:44])=[O:41], predict the reaction product. The product is: [CH2:32]([N:35]([C:40]([O:42][C:43]([CH3:46])([CH3:45])[CH3:44])=[O:41])[CH:28]1[CH2:29][CH2:30][N:25]([C:23]([O:22][CH2:15][C:16]2[CH:21]=[CH:20][CH:19]=[CH:18][CH:17]=2)=[O:24])[CH2:26][CH2:27]1)[CH:33]=[CH2:34]. (3) Given the reactants Cl[C:2]1[C:11]2[N:12]=[C:13]([S:16][CH3:17])[N:14]=[CH:15][C:10]=2[C:9]2[CH:8]=[CH:7][C:6]([C:18]([O:20][CH3:21])=[O:19])=[CH:5][C:4]=2[N:3]=1.[NH2:22][C:23]1[CH:28]=[CH:27][CH:26]=[CH:25][CH:24]=1.O, predict the reaction product. The product is: [CH3:17][S:16][C:13]1[N:14]=[CH:15][C:10]2[C:9]3[CH:8]=[CH:7][C:6]([C:18]([O:20][CH3:21])=[O:19])=[CH:5][C:4]=3[N:3]=[C:2]([NH:22][C:23]3[CH:28]=[CH:27][CH:26]=[CH:25][CH:24]=3)[C:11]=2[N:12]=1. (4) Given the reactants Br[C:2]1[CH:3]=[C:4]([N:8]2[CH2:13][CH2:12][NH:11][CH2:10][CH2:9]2)[CH:5]=[CH:6][CH:7]=1.[O:14]1[CH:18]=[CH:17][C:16](B(O)O)=[CH:15]1.C(=O)([O-])[O-].[Na+].[Na+].O, predict the reaction product. The product is: [O:14]1[CH:18]=[CH:17][C:16]([C:2]2[CH:3]=[C:4]([N:8]3[CH2:13][CH2:12][NH:11][CH2:10][CH2:9]3)[CH:5]=[CH:6][CH:7]=2)=[CH:15]1.